This data is from Forward reaction prediction with 1.9M reactions from USPTO patents (1976-2016). The task is: Predict the product of the given reaction. (1) Given the reactants [F:1][C:2]1[CH:3]=[C:4]([CH:11]=[CH:12][C:13]=1F)[C:5]([N:7]1[CH2:10][CH2:9][CH2:8]1)=[O:6].[OH:15][C:16]1[CH:17]=[C:18]([CH:34]=[C:35]([O:37][C@@H:38]([CH3:51])[CH2:39][O:40][Si](C(C)C)(C(C)C)C(C)C)[CH:36]=1)[C:19]([NH:21][C:22]1[CH:26]=[CH:25][N:24](C(OC(C)(C)C)=O)[N:23]=1)=[O:20], predict the reaction product. The product is: [N:7]1([C:5]([C:4]2[CH:11]=[CH:12][C:13]([O:15][C:16]3[CH:17]=[C:18]([CH:34]=[C:35]([O:37][C@@H:38]([CH3:51])[CH2:39][OH:40])[CH:36]=3)[C:19]([NH:21][C:22]3[CH:26]=[CH:25][NH:24][N:23]=3)=[O:20])=[C:2]([F:1])[CH:3]=2)=[O:6])[CH2:10][CH2:9][CH2:8]1. (2) Given the reactants [CH3:1][O:2][C:3]1[CH:4]=[C:5]2[C:9](=[CH:10][CH:11]=1)[N:8]([C:12]1[CH:17]=[CH:16][CH:15]=[CH:14][CH:13]=1)[CH:7]=[CH:6]2.ClN1C(=[O:24])CCC1=O.P(=O)(O)(O)O, predict the reaction product. The product is: [CH3:1][O:2][C:3]1[CH:4]=[C:5]2[C:9](=[CH:10][CH:11]=1)[N:8]([C:12]1[CH:13]=[CH:14][CH:15]=[CH:16][CH:17]=1)[C:7](=[O:24])[CH2:6]2. (3) Given the reactants [Cl:1][C:2]1[N:11]=[C:10](Cl)[C:9]2[CH2:8][CH2:7][CH2:6][CH:5]([C:13]3[CH:18]=[CH:17][C:16]([F:19])=[CH:15][CH:14]=3)[C:4]=2[N:3]=1.[CH3:20][NH:21][CH3:22], predict the reaction product. The product is: [Cl:1][C:2]1[N:11]=[C:10]([N:21]([CH3:22])[CH3:20])[C:9]2[CH2:8][CH2:7][CH2:6][CH:5]([C:13]3[CH:18]=[CH:17][C:16]([F:19])=[CH:15][CH:14]=3)[C:4]=2[N:3]=1. (4) Given the reactants [O:1]1[C:5]2[CH:6]=[CH:7][CH:8]=[CH:9][C:4]=2[CH:3]=[C:2]1[C:10]1[C:17]([C:18]#[N:19])=[C:16]([OH:20])[C:15]([O:21]C)=[CH:14][C:11]=1[C:12]#[N:13].O1C2C=CC=CC=2C=C1B(O)O.BrC1C(C#N)=C(O)C(OC)=CC=1C#N, predict the reaction product. The product is: [O:1]1[C:5]2[CH:6]=[CH:7][CH:8]=[CH:9][C:4]=2[CH:3]=[C:2]1[C:10]1[C:17]([C:18]#[N:19])=[C:16]([OH:20])[C:15]([OH:21])=[CH:14][C:11]=1[C:12]#[N:13]. (5) The product is: [NH:7]1[C:8]2[C:13](=[CH:12][CH:11]=[CH:10][CH:9]=2)[C:5]([C:3](=[O:4])[CH:2]([NH:28][C:27]2[CH:29]=[CH:30][CH:31]=[C:25]([C:24]3[O:20][CH:21]=[N:22][CH:23]=3)[CH:26]=2)[C:14]2[CH:19]=[CH:18][CH:17]=[CH:16][CH:15]=2)=[CH:6]1. Given the reactants Cl[CH:2]([C:14]1[CH:19]=[CH:18][CH:17]=[CH:16][CH:15]=1)[C:3]([C:5]1[C:13]2[C:8](=[CH:9][CH:10]=[CH:11][CH:12]=2)[NH:7][CH:6]=1)=[O:4].[O:20]1[C:24]([C:25]2[CH:26]=[C:27]([CH:29]=[CH:30][CH:31]=2)[NH2:28])=[CH:23][N:22]=[CH:21]1.CCN(C(C)C)C(C)C, predict the reaction product. (6) Given the reactants [Cl:1][C:2]1[CH:3]=[CH:4][C:5]2[NH:11][C:10]3[CH:12]=[CH:13][CH:14]=[CH:15][C:9]=3[C:8](SC)=[N:7][C:6]=2[CH:18]=1.C(OC([NH:26][CH:27]1[CH2:31][CH2:30][NH:29][CH2:28]1)=O)(C)(C)C, predict the reaction product. The product is: [Cl:1][C:2]1[CH:3]=[CH:4][C:5]2[NH:11][C:10]3[CH:12]=[CH:13][CH:14]=[CH:15][C:9]=3[C:8]([N:29]3[CH2:30][CH2:31][CH:27]([NH2:26])[CH2:28]3)=[N:7][C:6]=2[CH:18]=1.